This data is from Full USPTO retrosynthesis dataset with 1.9M reactions from patents (1976-2016). The task is: Predict the reactants needed to synthesize the given product. (1) Given the product [NH:33]1[CH:37]=[CH:36][N:35]=[C:34]1[CH2:38][N:8]([CH2:9][C:10]1[CH:32]=[CH:31][C:13]([C:14]([N:16]2[CH2:20][CH2:19][CH2:18][N:17]2[C:21]([O:23][CH2:24][C:25]2[CH:30]=[CH:29][CH:28]=[CH:27][CH:26]=2)=[O:22])=[O:15])=[CH:12][CH:11]=1)[CH2:7][C:2]1[CH:3]=[CH:4][CH:5]=[CH:6][N:1]=1, predict the reactants needed to synthesize it. The reactants are: [N:1]1[CH:6]=[CH:5][CH:4]=[CH:3][C:2]=1[CH2:7][NH:8][CH2:9][C:10]1[CH:32]=[CH:31][C:13]([C:14]([N:16]2[CH2:20][CH2:19][CH2:18][N:17]2[C:21]([O:23][CH2:24][C:25]2[CH:30]=[CH:29][CH:28]=[CH:27][CH:26]=2)=[O:22])=[O:15])=[CH:12][CH:11]=1.[NH:33]1[CH:37]=[CH:36][N:35]=[C:34]1[CH:38]=O.C(O[BH-](OC(=O)C)OC(=O)C)(=O)C.[Na+]. (2) Given the product [CH:1]1([C:4]([N:42]2[CH2:43][CH2:44][C:45]3[CH:50]=[C:49]([O:51][CH:52]4[CH2:57][CH2:56][N:55]([C:58]([O:60][C:61]([CH3:64])([CH3:63])[CH3:62])=[O:59])[CH2:54][CH2:53]4)[CH:48]=[CH:47][C:46]=3[CH2:40][CH2:41]2)=[O:6])[CH2:3][CH2:2]1, predict the reactants needed to synthesize it. The reactants are: [CH:1]1([C:4]([OH:6])=O)[CH2:3][CH2:2]1.C(N(C(C)C)CC)(C)C.CN(C(ON1N=NC2C=CC=NC1=2)=[N+](C)C)C.F[P-](F)(F)(F)(F)F.[CH2:40]1[C:46]2[CH:47]=[CH:48][C:49]([O:51][CH:52]3[CH2:57][CH2:56][N:55]([C:58]([O:60][C:61]([CH3:64])([CH3:63])[CH3:62])=[O:59])[CH2:54][CH2:53]3)=[CH:50][C:45]=2[CH2:44][CH2:43][NH:42][CH2:41]1. (3) Given the product [NH2:1][C:2]1[N:7]=[CH:6][C:5]([C:8]2[CH:9]=[CH:10][C:11]3[N:12]([C:14]([C:31]#[C:30][CH2:29][N:28]([CH2:32][CH3:33])[CH2:26][CH3:27])=[C:15]([NH:17][C:18](=[O:20])[CH3:19])[N:16]=3)[CH:13]=2)=[CH:4][C:3]=1[C:22]([F:25])([F:24])[F:23], predict the reactants needed to synthesize it. The reactants are: [NH2:1][C:2]1[N:7]=[CH:6][C:5]([C:8]2[CH:9]=[CH:10][C:11]3[N:12]([C:14](Br)=[C:15]([NH:17][C:18](=[O:20])[CH3:19])[N:16]=3)[CH:13]=2)=[CH:4][C:3]=1[C:22]([F:25])([F:24])[F:23].[CH2:26]([N:28]([CH2:32][CH3:33])[CH2:29][C:30]#[CH:31])[CH3:27].C(OCC)(=O)C.O.